Dataset: Reaction yield outcomes from USPTO patents with 853,638 reactions. Task: Predict the reaction yield, written as a fraction of the theoretical maximum amount of product (1.0 means a 100% yield; for example, 0.34 means a 34% yield). (1) The reactants are [NH:1]1[CH2:9][CH2:8][CH:4]([C:5]([NH2:7])=[O:6])[CH2:3][CH2:2]1.[C:10]([OH:13])(=[O:12])C. The catalyst is C(=O)([O-])[O-].[Na+].[Na+].O1CCOCC1. The product is [C:5]([CH:4]1[CH2:8][CH2:9][N:1]([C:10]([O:13][C:4]([CH3:8])([CH3:5])[CH3:3])=[O:12])[CH2:2][CH2:3]1)(=[O:6])[NH2:7]. The yield is 0.824. (2) The reactants are [F:1][C:2]1[C:3]([N+:9]([O-:11])=[O:10])=[C:4]([NH2:8])[CH:5]=[CH:6][CH:7]=1.C1C(=O)N([Br:19])C(=O)C1.O. The catalyst is CN(C=O)C. The product is [Br:19][C:7]1[CH:6]=[CH:5][C:4]([NH2:8])=[C:3]([N+:9]([O-:11])=[O:10])[C:2]=1[F:1]. The yield is 0.900. (3) The reactants are [N:1]([CH2:4][CH2:5][NH:6]C(=O)CCCCCCCCCCCCC)=[N+:2]=[N-:3].[CH3:22][C:23]1[C:28]([CH3:29])=[C:27]([CH3:30])[C:26]([CH3:31])=[C:25]([CH3:32])[C:24]=1[S:33](Cl)(=[O:35])=[O:34].N(CCN)=[N+]=[N-].C(N(CC)CC)C. The catalyst is ClCCl. The product is [N:1]([CH2:4][CH2:5][NH:6][S:33]([C:24]1[C:23]([CH3:22])=[C:28]([CH3:29])[C:27]([CH3:30])=[C:26]([CH3:31])[C:25]=1[CH3:32])(=[O:35])=[O:34])=[N+:2]=[N-:3]. The yield is 0.810. (4) The reactants are [CH2:1]([N:3]([CH2:30][CH3:31])[CH2:4][CH2:5][O:6][C:7]1[CH:8]=[CH:9][C:10]2[C:14]3[CH:15]=[CH:16][C:17]([O:19][CH2:20][CH2:21][N:22]([CH2:25][CH3:26])[CH2:23][CH3:24])=[CH:18][C:13]=3[S:12](=O)(=O)[C:11]=2[CH:29]=1)[CH3:2].[H-].[Al+3].[Li+].[H-].[H-].[H-]. The catalyst is C1COCC1. The product is [CH2:30]([N:3]([CH2:1][CH3:2])[CH2:4][CH2:5][O:6][C:7]1[CH:8]=[CH:9][C:10]2[C:14]3[CH:15]=[CH:16][C:17]([O:19][CH2:20][CH2:21][N:22]([CH2:25][CH3:26])[CH2:23][CH3:24])=[CH:18][C:13]=3[S:12][C:11]=2[CH:29]=1)[CH3:31]. The yield is 0.510. (5) The reactants are [CH3:1][C:2]1([CH3:13])[O:6][CH:5]([CH2:7][NH:8][S:9]([CH3:12])(=[O:11])=[O:10])[CH2:4][O:3]1.[H-].[Na+].[Cl:16][C:17]1[N:22]=[C:21]([C:23]([O:25][CH3:26])=[O:24])[CH:20]=[C:19](Cl)[N:18]=1.O. The catalyst is CN(C=O)C. The product is [Cl:16][C:17]1[N:22]=[C:21]([C:23]([O:25][CH3:26])=[O:24])[CH:20]=[C:19]([N:8]([CH2:7][CH:5]2[CH2:4][O:3][C:2]([CH3:13])([CH3:1])[O:6]2)[S:9]([CH3:12])(=[O:10])=[O:11])[N:18]=1. The yield is 0.570. (6) The reactants are [CH3:1][NH:2][CH:3]1[CH2:16][C:15]2[C:6]([CH3:25])([CH:7]3[CH:12]([CH2:13][CH:14]=2)[CH:11]2[CH2:17][CH2:18][CH:19]4[CH:20]([CH3:24])[N:21]([CH3:23])[CH2:22][C:10]24[CH2:9][CH2:8]3)[CH2:5][CH2:4]1.[CH3:26][O:27][CH:28]([CH2:32][CH2:33][CH2:34][CH3:35])[C:29](O)=[O:30].Cl.CN(C)CCCN=C=NCC.ON1C2C=CC=CC=2N=N1. The catalyst is ClCCl. The product is [CH3:1][N:2]([CH:3]1[CH2:16][C:15]2[C:6]([CH3:25])([CH:7]3[CH:12]([CH2:13][CH:14]=2)[CH:11]2[CH2:17][CH2:18][CH:19]4[CH:20]([CH3:24])[N:21]([CH3:23])[CH2:22][C:10]24[CH2:9][CH2:8]3)[CH2:5][CH2:4]1)[C:29](=[O:30])[CH:28]([O:27][CH3:26])[CH2:32][CH2:33][CH2:34][CH3:35]. The yield is 0.920.